From a dataset of Reaction yield outcomes from USPTO patents with 853,638 reactions. Predict the reaction yield, written as a fraction of the theoretical maximum amount of product (1.0 means a 100% yield; for example, 0.34 means a 34% yield). The reactants are [Cl:1][C:2]1[CH:10]=[CH:9][C:5]([C:6]([OH:8])=O)=[CH:4][CH:3]=1.C(C1NC=CN=1)(C1NC=CN=1)=O.O/[N:24]=[C:25](\[NH2:43])/[C:26]1[CH:31]=[CH:30][C:29]([C:32]2[NH:36][C:35]3[CH:37]=[CH:38][C:39]([O:41][CH3:42])=[CH:40][C:34]=3[N:33]=2)=[CH:28][CH:27]=1. The catalyst is CN(C=O)C. The product is [Cl:1][C:2]1[CH:3]=[CH:4][C:5]([C:6]2[O:8][N:24]=[C:25]([C:26]3[CH:31]=[CH:30][C:29]([C:32]4[NH:36][C:35]5[CH:37]=[CH:38][C:39]([O:41][CH3:42])=[CH:40][C:34]=5[N:33]=4)=[CH:28][CH:27]=3)[N:43]=2)=[CH:9][CH:10]=1. The yield is 0.490.